From a dataset of Full USPTO retrosynthesis dataset with 1.9M reactions from patents (1976-2016). Predict the reactants needed to synthesize the given product. (1) Given the product [F:1][C:2]1[CH:3]=[CH:4][C:5]([NH:8][C:9]([C:11]2[C:19]3[C:14](=[CH:15][CH:16]=[C:17]([NH2:20])[CH:18]=3)[NH:13][N:12]=2)=[O:10])=[CH:6][CH:7]=1, predict the reactants needed to synthesize it. The reactants are: [F:1][C:2]1[CH:7]=[CH:6][C:5]([NH:8][C:9]([C:11]2[C:19]3[C:14](=[CH:15][CH:16]=[C:17]([N+:20]([O-])=O)[CH:18]=3)[NH:13][N:12]=2)=[O:10])=[CH:4][CH:3]=1.C(O)C. (2) Given the product [Br:25][CH:9]([C:5]1[N:4]([CH2:12][C:13]2[CH:14]=[CH:15][CH:16]=[CH:17][CH:18]=2)[C:3](=[O:19])[C:2]([CH3:1])=[C:7]([CH3:8])[N:6]=1)[CH2:10][CH3:11], predict the reactants needed to synthesize it. The reactants are: [CH3:1][C:2]1[C:3](=[O:19])[N:4]([CH2:12][C:13]2[CH:18]=[CH:17][CH:16]=[CH:15][CH:14]=2)[C:5]([CH2:9][CH2:10][CH3:11])=[N:6][C:7]=1[CH3:8].C([O-])(=O)C.[Na+].[Br:25]Br. (3) Given the product [Cl:1][C:2]1[CH:7]=[C:6]2[C:5](=[CH:4][CH:3]=1)[N:8]([CH2:10][CH2:11][C:12]1[CH:13]=[N:14][C:15]([CH3:18])=[N:16][CH:17]=1)[CH:21]=[C:22]2[CH2:23][CH2:24][NH:25][CH3:26], predict the reactants needed to synthesize it. The reactants are: [Cl:1][C:2]1[CH:7]=[CH:6][C:5]([N:8]([CH2:10][CH2:11][C:12]2[CH:13]=[N:14][C:15]([CH3:18])=[N:16][CH:17]=2)N)=[CH:4][CH:3]=1.CO[CH:21](OC)[CH2:22][CH2:23][CH2:24][NH:25][CH3:26]. (4) Given the product [Br:24][C:20]1[N:19]=[C:18]([CH2:17][N:8]2[C:9]3[C:14](=[CH:13][CH:12]=[CH:11][CH:10]=3)[C:15](=[O:16])[C:6]([C:4](=[O:5])[C:12]3[CH:13]=[CH:14][C:9]([N:8]([CH3:17])[CH3:7])=[CH:10][CH:11]=3)=[CH:7]2)[CH:23]=[CH:22][CH:21]=1, predict the reactants needed to synthesize it. The reactants are: CON(C)[C:4]([C:6]1[C:15](=[O:16])[C:14]2[C:9](=[CH:10][CH:11]=[CH:12][CH:13]=2)[N:8]([CH2:17][C:18]2[CH:23]=[CH:22][CH:21]=[C:20]([Br:24])[N:19]=2)[CH:7]=1)=[O:5]. (5) Given the product [CH2:13]([O:12][C:10]([C:3]1[CH:4]=[C:5]([OH:6])[CH:7]=[CH:8][C:1]=1[OH:2])=[O:11])[CH3:14], predict the reactants needed to synthesize it. The reactants are: [C:1]1([CH:8]=[CH:7][C:5]([OH:6])=[CH:4][CH:3]=1)[OH:2].Cl[C:10]([O:12][CH2:13][CH3:14])=[O:11].